Dataset: Reaction yield outcomes from USPTO patents with 853,638 reactions. Task: Predict the reaction yield, written as a fraction of the theoretical maximum amount of product (1.0 means a 100% yield; for example, 0.34 means a 34% yield). (1) The reactants are C([Li])CCC.[CH3:6][N:7]1[CH:11]=[CH:10][N:9]=[CH:8]1.Cl[Si](CC)(CC)CC.[Cl:20][C:21]1[CH:26]=[CH:25][C:24]([C:27]([C:29]2[CH:30]=[CH:31][C:32]3[C:33]([CH:44]=2)=[C:34]([C:37]2[CH:42]=[CH:41][CH:40]=[C:39]([Cl:43])[CH:38]=2)[O:35][N:36]=3)=[O:28])=[CH:23][CH:22]=1. The catalyst is C1COCC1. The product is [Cl:43][C:39]1[CH:38]=[C:37]([C:34]2[O:35][N:36]=[C:32]3[CH:31]=[CH:30][C:29]([C:27]([C:24]4[CH:23]=[CH:22][C:21]([Cl:20])=[CH:26][CH:25]=4)([C:11]4[N:7]([CH3:6])[CH:8]=[N:9][CH:10]=4)[OH:28])=[CH:44][C:33]=23)[CH:42]=[CH:41][CH:40]=1. The yield is 0.250. (2) The reactants are [CH3:1][O:2][C:3]1[CH:11]=[C:10]2[C:6]([C:7]3[CH:15]=[CH:14][N:13]=[C:12]([CH3:16])[C:8]=3[NH:9]2)=[CH:5][CH:4]=1.ClC1C=CC=C(C(OO)=[O:25])C=1.[OH-].[Na+]. The catalyst is C(Cl)(Cl)Cl.C(O)C. The product is [N+:13]1([O-:25])[CH:14]=[CH:15][CH:7]=[CH:8][CH:12]=1.[CH3:1][O:2][C:3]1[CH:11]=[C:10]2[C:6]([C:7]3[CH:15]=[CH:14][N:13]=[C:12]([CH3:16])[C:8]=3[NH:9]2)=[CH:5][CH:4]=1. The yield is 0.810. (3) The product is [CH:17]1([N:13]2[CH2:14][CH2:15][CH2:16][N:10]([C:8]([N:6]3[CH2:5][CH:4]([NH2:1])[CH2:7]3)=[O:9])[CH2:11][CH2:12]2)[CH2:20][CH2:19][CH2:18]1. The yield is 0.400. The catalyst is C1COCC1. The reactants are [N:1]([CH:4]1[CH2:7][N:6]([C:8]([N:10]2[CH2:16][CH2:15][CH2:14][N:13]([CH:17]3[CH2:20][CH2:19][CH2:18]3)[CH2:12][CH2:11]2)=[O:9])[CH2:5]1)=[N+]=[N-].O.C1C=CC(P(C2C=CC=CC=2)C2C=CC=CC=2)=CC=1. (4) The reactants are [CH3:1][O:2][C:3](=[O:29])[CH2:4][CH:5]1[N:10]([C:11]2[C:20]3[C:15](=[CH:16][CH:17]=[CH:18][CH:19]=3)[N:14]=[C:13]([CH3:21])[CH:12]=2)[CH2:9][CH2:8][N:7](C(OC(C)(C)C)=O)[CH2:6]1.Cl. The catalyst is O1CCOCC1.C(OCC)C. The product is [CH3:21][C:13]1[CH:12]=[C:11]([N:10]2[CH2:9][CH2:8][NH:7][CH2:6][CH:5]2[CH2:4][C:3]([O:2][CH3:1])=[O:29])[C:20]2[C:15](=[CH:16][CH:17]=[CH:18][CH:19]=2)[N:14]=1. The yield is 0.720. (5) The reactants are [C:1]([NH:4][C:5]1[CH:6]=[C:7]2[C:18]3[CH:17]=[CH:16][C:15]([O:19][CH2:20][C@@H:21]([NH:26][C:27](=[O:33])[O:28][C:29]([CH3:32])([CH3:31])[CH3:30])[CH2:22][CH:23]([CH3:25])[CH3:24])=[CH:14][C:13]=3[O:12][CH2:11][C:8]2=[CH:9][N:10]=1)(=[O:3])[CH3:2].C1C(=O)N([Cl:41])C(=O)C1. The catalyst is C(#N)C. The product is [C:1]([NH:4][C:5]1[CH:6]=[C:7]2[C:18]3[CH:17]=[C:16]([Cl:41])[C:15]([O:19][CH2:20][C@@H:21]([NH:26][C:27](=[O:33])[O:28][C:29]([CH3:31])([CH3:30])[CH3:32])[CH2:22][CH:23]([CH3:25])[CH3:24])=[CH:14][C:13]=3[O:12][CH2:11][C:8]2=[CH:9][N:10]=1)(=[O:3])[CH3:2]. The yield is 0.790. (6) The reactants are [CH3:1]/[C:2](/[CH2:10]O)=[CH:3]\[C:4]1[CH:9]=[CH:8][CH:7]=[CH:6][CH:5]=1.C(N(CC)CC)C.CS(Cl)(=O)=O.[N-:24]=[N+:25]=[N-:26].[Na+]. The catalyst is C(Cl)Cl. The product is [N:24]([CH2:10][C:2]([CH3:1])=[CH:3][C:4]1[CH:9]=[CH:8][CH:7]=[CH:6][CH:5]=1)=[N+:25]=[N-:26]. The yield is 0.890. (7) The reactants are C([O:8][CH2:9][CH:10]([CH:20]1[CH2:23][CH:22]([S:24]([NH:27][C:28]2[C:33]([NH:34][C:35]3[CH:40]=[CH:39][C:38]([I:41])=[CH:37][C:36]=3[F:42])=[C:32]([CH3:43])[C:31](=[O:44])[N:30]3[CH2:45][CH2:46][O:47][C:29]=23)(=[O:26])=[O:25])[CH2:21]1)[CH2:11][O:12]CC1C=CC=CC=1)C1C=CC=CC=1.B(Cl)(Cl)Cl. The product is [OH:8][CH2:9][CH:10]([CH:20]1[CH2:21][CH:22]([S:24]([NH:27][C:28]2[C:33]([NH:34][C:35]3[CH:40]=[CH:39][C:38]([I:41])=[CH:37][C:36]=3[F:42])=[C:32]([CH3:43])[C:31](=[O:44])[N:30]3[CH2:45][CH2:46][O:47][C:29]=23)(=[O:26])=[O:25])[CH2:23]1)[CH2:11][OH:12]. The catalyst is C(Cl)Cl. The yield is 0.260.